Dataset: Drug-target binding data from BindingDB using Ki measurements. Task: Regression. Given a target protein amino acid sequence and a drug SMILES string, predict the binding affinity score between them. We predict pKi (pKi = -log10(Ki in M); higher means stronger inhibition). Dataset: bindingdb_ki. (1) The compound is COc1ccc(/C=C\c2cc(F)cc(F)c2)cc1. The target protein (O02747) has sequence MNGGGANITYASRKRRKPVQKTVKPIPAEGIKSNPSKRHRDRLNTELDRLASLLPFPQDVINKLDKLSVLRLSVSYLRAKSFFDVALKSSSADRNGGQDPCRAKFGEGLNLQEGEFLLQALNGFVLVVTVDALVFYASSTIQDYLGFQQSDVIHQSVYELIHTEDRAEFQRQLHWALNPSQCTDPGQGADETHGLPQPVYYNPDQLPPENSSFMERCFICRLRCLLDNSSGFLAMNFQGRLKFLHGQNKKGKDGSLLPPQLALFAIATPLQPPSILEIRTKNFIFRTKHKLDFTPTGCDAKGQIVLGYTEAELCMRGSGYQFIHAADMLYCAESHIRMIKTGESGLAVFRLLTKDNRWAWVQSNARFIYKNGRPDFIIATQRPLTDEEGREHLLKRNTKLPFMFTTGEAVLYEMTSPFPPIMDPLPIRPKSGTCGKDSATKPTPSKDSVHPSSLLSALMQQDESIYLYPPSSNAPFERNFFTESLNECSNWPENVASVAG.... The pKi is 7.7. (2) The compound is NCCCC[C@H](NC(=O)[C@@H](Cc1cc(Br)c(O)c(Br)c1)NC(=O)N1CCC(N2Cc3ccccc3NC2=O)CC1)C(=O)N1CCN(c2ccncc2)CC1. The target protein (Q63118) has sequence MMDKKCTLCFLFLLLLNMALIAAESEEGANQTDLGVTRNKIMTAQYECYQKIMQDPIQQGEGLYCNRTWDGWLCWNDVAAGTESMQYCPDYFQDFDPSEKVTKICDQDGNWFRHPDSNRTWTNYTLCNNSTHEKVKTALNLFYLTIIGHGLSIASLIISLIIFFYFKSLSCQRITLHKNLFFSFVCNSIVTIIHLTAVANNQALVATNPVSCKVSQFIHLYLMGCNYFWMLCEGIYLHTLIVVAVFAEKQHLMWYYFLGWGFPLLPACIHAIARSLYYNDNCWISSDTHLLYIIHGPICAALLVNLFFLLNIVRVLITKLKVTHQAESNLYMKAVRATLILVPLLGIEFVLFPWRPEGKVAEEVYDYVMHILMHYQGLLVSTIFCFFNGEVQAILRRNWNQYKIQFGNGFSHSDALRSASYTVSTISDVQGYSHDCPTEHLNGKSIQDIENVALKPEKMYDLVM. The pKi is 8.5. (3) The drug is CC(=O)N1c2ccccc2Sc2cc([N+](=O)[O-])ccc21. The target protein (P37840) has sequence MDVFMKGLSKAKEGVVAAAEKTKQGVAEAAGKTKEGVLYVGSKTKEGVVHGVATVAEKTKEQVTNVGGAVVTGVTAVAQKTVEGAGSIAAATGFVKKDQLGKNEEGAPQEGILEDMPVDPDNEAYEMPSEEGYQDYEPEA. The pKi is 6.3. (4) The small molecule is O=C([O-])CC1Sc2nnc(-c3cccs3)n2N=C1c1ccc(Cl)cc1. The target protein sequence is MKIVCIGAAPTALGAAYRLNELKNEGNEAAQNAEIVLLEQEAIAGGLSCTVTDEKGFLWDMGGHITFNHNYPYYEKATQWAVDDWNKLARNCMVDMNYLYDKKGIHLVPYPAQFAVPLFPDEVKNRCLADLKERYENPQDGTTPDNFEEWVLQHFGPTILNTFFKPYTKKVWTVEPLKMSPNWVGSRVAKLPQEKLEELCSMDQAELANADFGWGPNSYFTFPTYGGTGNVWNSMAKKLPNEWFKFNNKVTGVDHKEKTVEILEKGQTEPTKMSYDVLLNTAPIDQLVNNTQITAPLDIVHNKVFIVGVGLRKPMTSFLEKFTWLYFPDREVPFFRVTILSRYGEVTPDGDKYWSVMCECARPIDDPITEEEMVKKTLDGLVIKDMITREAIESVYSITLPYGYPIPTPNRDRELARAHGELERHQIYSRGRFGGWKYEASNQDHCFIQGKEFIDRVILGEPEKLYKTGVPTIPRG. The pKi is 4.6. (5) The compound is CCCCOC(=O)NS(=O)(=O)c1sc(CC(C)C)cc1-c1ccc(Cn2ccnc2)cc1. The target protein (P30555) has sequence MILNSSTEDSIKRIQDDCPKAGRHNYIFVMIPTLYSIIFVVGIFGNSLVVIVIYFYMKLKTVASVFLLNLALADLCFLLTLPLWAVYTAMEYRWPFGNYLCKIASASVSFNLYASVFLLTCLSIDRYLAIVHPMKSRLRRTMLVAKVTCIIIWLLAGLASLPTIIHRNVFFIENTNITVCAFHYESQNSTLPVGLGLTKNILGFLFPFLIILTSYTLIWKALKKAYEIQKNKPRNDDIFKIIMAIVLFFFFSWVPHQIFTFLDVLIQLGIIHDCKIADIVDTAMPITICLAYFNNCLNPLFYGFLGKKFKKYFLQLLKYIPPKAKSHSSLSTKMSTLSYRPSENGSSSTKKSAPCTEVE. The pKi is 9.3. (6) The compound is CCOCCCn1c(C)c2c(=O)n(-c3ccccc3Cl)n(Cc3ccccn3)c2cc1=O. The target protein (Q9NPH5) has sequence MAVSWRSWLANEGVKHLCLFIWLSMNVLLFWKTFLLYNQGPEYHYLHQMLGLGLCLSRASASVLNLNCSLILLPMCRTLLAYLRGSQKVPSRRTRRLLDKSRTFHITCGVTICIFSGVHVAAHLVNALNFSVNYSEDFVELNAARYRDEDPRKLLFTTVPGLTGVCMVVVLFLMITASTYAIRVSNYDIFWYTHNLFFVFYMLLTLHVSGGLLKYQTNLDTHPPGCISLNRTSSQNISLPEYFSEHFHEPFPEGFSKPAEFTQHKFVKICMEEPRFQANFPQTWLWISGPLCLYCAERLYRYIRSNKPVTIISVMSHPSDVMEIRMVKENFKARPGQYITLHCPSVSALENHPFTLTMCPTETKATFGVHLKIVGDWTERFRDLLLPPSSQDSEILPFIQSRNYPKLYIDGPFGSPFEESLNYEVSLCVAGGIGVTPFASILNTLLDDWKPYKLRRLYFIWVCRDIQSFRWFADLLCMLHNKFWQENRPDYVNIQLYLSQ.... The pKi is 4.5.